This data is from Reaction yield outcomes from USPTO patents with 853,638 reactions. The task is: Predict the reaction yield, written as a fraction of the theoretical maximum amount of product (1.0 means a 100% yield; for example, 0.34 means a 34% yield). (1) The reactants are [C:1]([O:5][P:6]([O:13][CH2:14][CH2:15][N:16]1[CH2:21][CH2:20][N:19](C(OCC2C=CC=CC=2)=O)[CH2:18][CH2:17]1)([O:8][C:9]([CH3:12])([CH3:11])[CH3:10])=[O:7])([CH3:4])([CH3:3])[CH3:2]. The catalyst is CO.[Pd]. The product is [P:6]([O:13][CH2:14][CH2:15][N:16]1[CH2:17][CH2:18][NH:19][CH2:20][CH2:21]1)([O:5][C:1]([CH3:4])([CH3:3])[CH3:2])([O:8][C:9]([CH3:10])([CH3:11])[CH3:12])=[O:7]. The yield is 0.990. (2) The reactants are [F:1][C:2]1[CH:7]=[CH:6][C:5]([I:8])=[CH:4][C:3]=1[N:9]1[CH:14]=[C:13]([O:15][CH3:16])[C:12](=[O:17])[C:11]([C:18]([OH:20])=O)=[N:10]1.C1N=CN(C(N2C=NC=C2)=O)C=1.Cl.[CH3:34][NH:35][O:36][CH3:37].CCN(C(C)C)C(C)C. The catalyst is C1COCC1.CN(C=O)C. The product is [F:1][C:2]1[CH:7]=[CH:6][C:5]([I:8])=[CH:4][C:3]=1[N:9]1[CH:14]=[C:13]([O:15][CH3:16])[C:12](=[O:17])[C:11]([C:18]([N:35]([O:36][CH3:37])[CH3:34])=[O:20])=[N:10]1. The yield is 0.820.